Dataset: NCI-60 drug combinations with 297,098 pairs across 59 cell lines. Task: Regression. Given two drug SMILES strings and cell line genomic features, predict the synergy score measuring deviation from expected non-interaction effect. (1) Drug 1: CCC1=CC2CC(C3=C(CN(C2)C1)C4=CC=CC=C4N3)(C5=C(C=C6C(=C5)C78CCN9C7C(C=CC9)(C(C(C8N6C)(C(=O)OC)O)OC(=O)C)CC)OC)C(=O)OC.C(C(C(=O)O)O)(C(=O)O)O. Drug 2: CC1CCCC2(C(O2)CC(NC(=O)CC(C(C(=O)C(C1O)C)(C)C)O)C(=CC3=CSC(=N3)C)C)C. Cell line: SF-268. Synergy scores: CSS=18.8, Synergy_ZIP=2.78, Synergy_Bliss=1.25, Synergy_Loewe=-0.404, Synergy_HSA=0.254. (2) Drug 1: COC1=CC(=CC(=C1O)OC)C2C3C(COC3=O)C(C4=CC5=C(C=C24)OCO5)OC6C(C(C7C(O6)COC(O7)C8=CC=CS8)O)O. Drug 2: CC1=C(C=C(C=C1)C(=O)NC2=CC(=CC(=C2)C(F)(F)F)N3C=C(N=C3)C)NC4=NC=CC(=N4)C5=CN=CC=C5. Cell line: COLO 205. Synergy scores: CSS=34.7, Synergy_ZIP=3.41, Synergy_Bliss=3.08, Synergy_Loewe=-15.6, Synergy_HSA=0.127. (3) Drug 1: C(CN)CNCCSP(=O)(O)O. Drug 2: CC1C(C(CC(O1)OC2CC(CC3=C2C(=C4C(=C3O)C(=O)C5=C(C4=O)C(=CC=C5)OC)O)(C(=O)CO)O)N)O.Cl. Cell line: HOP-62. Synergy scores: CSS=44.8, Synergy_ZIP=0.628, Synergy_Bliss=-0.685, Synergy_Loewe=-37.9, Synergy_HSA=0.374. (4) Cell line: CCRF-CEM. Drug 1: CN(C)N=NC1=C(NC=N1)C(=O)N. Drug 2: CC1=C(C=C(C=C1)NC(=O)C2=CC=C(C=C2)CN3CCN(CC3)C)NC4=NC=CC(=N4)C5=CN=CC=C5. Synergy scores: CSS=19.4, Synergy_ZIP=-2.60, Synergy_Bliss=1.46, Synergy_Loewe=-3.04, Synergy_HSA=0.484. (5) Drug 1: CS(=O)(=O)OCCCCOS(=O)(=O)C. Drug 2: CC1C(C(CC(O1)OC2CC(CC3=C2C(=C4C(=C3O)C(=O)C5=CC=CC=C5C4=O)O)(C(=O)C)O)N)O. Cell line: SR. Synergy scores: CSS=33.9, Synergy_ZIP=-3.49, Synergy_Bliss=-5.33, Synergy_Loewe=-13.7, Synergy_HSA=-2.84.